From a dataset of Full USPTO retrosynthesis dataset with 1.9M reactions from patents (1976-2016). Predict the reactants needed to synthesize the given product. Given the product [CH3:1][O:2][C:3]([NH:5][C@@H:6]([CH:10]([CH3:12])[CH3:11])[C:7]([N:38]1[C@H:39]([C:47]([O:49][CH2:50][CH3:51])=[O:48])[CH2:40][C:41]2([CH2:46][CH2:45][O:44][CH2:43][CH2:42]2)[CH2:37]1)=[O:9])=[O:4], predict the reactants needed to synthesize it. The reactants are: [CH3:1][O:2][C:3]([NH:5][C@@H:6]([CH:10]([CH3:12])[CH3:11])[C:7]([OH:9])=O)=[O:4].CN(C(ON1N=NC2C=CC=NC1=2)=[N+](C)C)C.F[P-](F)(F)(F)(F)F.[CH2:37]1[C:41]2([CH2:46][CH2:45][O:44][CH2:43][CH2:42]2)[CH2:40][CH:39]([C:47]([O:49][CH2:50][CH3:51])=[O:48])[NH:38]1.C(Cl)Cl.